This data is from Full USPTO retrosynthesis dataset with 1.9M reactions from patents (1976-2016). The task is: Predict the reactants needed to synthesize the given product. The reactants are: [CH:1]([O:4][C:5]1[CH:10]=[CH:9][C:8]([C:11]([N:13]2[CH2:29][CH2:28][C:16]3([CH2:25][CH:24]([O:26][CH3:27])[C:23]4[C:18](=[CH:19][CH:20]=[CH:21][CH:22]=4)S3)[CH2:15][CH2:14]2)=[O:12])=[CH:7][C:6]=1[O:30][CH3:31])([CH3:3])[CH3:2].O.O[O:34][S:35]([O-:37])=O.[K+]. Given the product [CH:1]([O:4][C:5]1[CH:10]=[CH:9][C:8]([C:11]([N:13]2[CH2:14][CH2:15][C:16]3([CH2:25][CH:24]([O:26][CH3:27])[C:23]4[C:22](=[CH:21][CH:20]=[CH:19][CH:18]=4)[S:35]3(=[O:37])=[O:34])[CH2:28][CH2:29]2)=[O:12])=[CH:7][C:6]=1[O:30][CH3:31])([CH3:3])[CH3:2], predict the reactants needed to synthesize it.